From a dataset of Peptide-MHC class II binding affinity with 134,281 pairs from IEDB. Regression. Given a peptide amino acid sequence and an MHC pseudo amino acid sequence, predict their binding affinity value. This is MHC class II binding data. (1) The MHC is DRB1_0404 with pseudo-sequence DRB1_0404. The binding affinity (normalized) is 0.209. The peptide sequence is GQQRVFKEKVDTRAK. (2) The peptide sequence is SGCWYGMEIRPQRHDEK. The MHC is DRB1_0405 with pseudo-sequence DRB1_0405. The binding affinity (normalized) is 0.0792. (3) The peptide sequence is QASPDLLRGLLSTFI. The MHC is DRB1_0301 with pseudo-sequence DRB1_0301. The binding affinity (normalized) is 0.112. (4) The peptide sequence is GELQIADKIDAAFKI. The MHC is DRB1_1201 with pseudo-sequence DRB1_1201. The binding affinity (normalized) is 0.553.